From a dataset of M1 muscarinic receptor antagonist screen with 61,756 compounds. Binary Classification. Given a drug SMILES string, predict its activity (active/inactive) in a high-throughput screening assay against a specified biological target. (1) The result is 0 (inactive). The compound is O=c1n(c(=O)n(c2nc(N3CCN(CC3)c3ccccc3)n(c12)Cc1cc(ccc1)C)C)C. (2) The compound is S(=O)(=O)(Nc1ccc(S(=O)(=O)NCC)cc1)c1c(ccc(c1)C)C. The result is 0 (inactive).